From a dataset of Forward reaction prediction with 1.9M reactions from USPTO patents (1976-2016). Predict the product of the given reaction. (1) Given the reactants [CH2:1]1COCC1.[O:6]=[C:7]1[C@@H:13]([NH:14][C:15](=[O:21])[O:16][C:17]([CH3:20])([CH3:19])[CH3:18])[CH2:12][CH2:11][C:10]2[CH:22]=[CH:23][CH:24]=[CH:25][C:9]=2[NH:8]1.CI, predict the reaction product. The product is: [CH3:1][N:8]1[C:9]2[CH:25]=[CH:24][CH:23]=[CH:22][C:10]=2[CH2:11][CH2:12][C@H:13]([NH:14][C:15](=[O:21])[O:16][C:17]([CH3:19])([CH3:20])[CH3:18])[C:7]1=[O:6]. (2) Given the reactants CO[C:3]1[CH:4]=[CH:5][C:6]([N+:14]([O-:16])=[O:15])=[C:7]([N:9]2[CH:13]=[CH:12][CH:11]=[N:10]2)[CH:8]=1.[NH:17]1[CH2:22][CH2:21][O:20][CH2:19][CH2:18]1, predict the reaction product. The product is: [N+:14]([C:6]1[CH:5]=[CH:4][C:3]([N:17]2[CH2:22][CH2:21][O:20][CH2:19][CH2:18]2)=[CH:8][C:7]=1[N:9]1[CH:13]=[CH:12][CH:11]=[N:10]1)([O-:16])=[O:15].